This data is from Full USPTO retrosynthesis dataset with 1.9M reactions from patents (1976-2016). The task is: Predict the reactants needed to synthesize the given product. (1) The reactants are: [Br:1][C:2]1[CH:7]=[CH:6][C:5]([NH:8][C:9]2[C:10]([C:20]([OH:22])=O)=[CH:11][C:12]3[N:16]([CH3:17])[CH:15]=[N:14][C:13]=3[C:18]=2[Cl:19])=[C:4]([Cl:23])[CH:3]=1.[CH:24]([O:26][CH2:27][CH2:28][O:29][NH2:30])=[CH2:25].C1C=CC2N(O)N=NC=2C=1.C(N(CC)CC)C.CCN=C=NCCCN(C)C. Given the product [CH:24]([O:26][CH2:27][CH2:28][O:29][NH:30][C:20]([C:10]1[C:9]([NH:8][C:5]2[CH:6]=[CH:7][C:2]([Br:1])=[CH:3][C:4]=2[Cl:23])=[C:18]([Cl:19])[C:13]2[N:14]=[CH:15][N:16]([CH3:17])[C:12]=2[CH:11]=1)=[O:22])=[CH2:25], predict the reactants needed to synthesize it. (2) Given the product [Br:1][CH2:2][C:3]1[N:7]([CH3:8])[C:6]([C:9]([NH2:10])=[O:16])=[N:5][C:4]=1[N+:11]([O-:13])=[O:12], predict the reactants needed to synthesize it. The reactants are: [Br:1][CH2:2][C:3]1[N:7]([CH3:8])[C:6]([C:9]#[N:10])=[N:5][C:4]=1[N+:11]([O-:13])=[O:12].C(OCC)(=[O:16])C.